From a dataset of Reaction yield outcomes from USPTO patents with 853,638 reactions. Predict the reaction yield, written as a fraction of the theoretical maximum amount of product (1.0 means a 100% yield; for example, 0.34 means a 34% yield). (1) The reactants are COC1C=CC(P2(SP(C3C=CC(OC)=CC=3)(=S)S2)=[S:10])=CC=1.[CH3:23][O:24][C:25]1[CH:45]=[C:44]([N+:46]([O-:48])=[O:47])[CH:43]=[CH:42][C:26]=1[C:27]([NH:29][NH:30][C:31](=O)[CH2:32][NH:33][C:34](=[O:40])[O:35][C:36]([CH3:39])([CH3:38])[CH3:37])=O. The catalyst is C1COCC1. The product is [CH3:23][O:24][C:25]1[CH:45]=[C:44]([N+:46]([O-:48])=[O:47])[CH:43]=[CH:42][C:26]=1[C:27]1[S:10][C:31]([CH2:32][NH:33][C:34](=[O:40])[O:35][C:36]([CH3:39])([CH3:38])[CH3:37])=[N:30][N:29]=1. The yield is 0.590. (2) The reactants are [CH2:1]([C:4]1[CH:9]=[CH:8][CH:7]=[C:6]([N+:10]([O-:12])=[O:11])[C:5]=1[OH:13])[CH:2]=[CH2:3].ClC1C=C(C=CC=1)C(OO)=[O:19].C(=O)([O-])[O-].[K+].[K+]. The catalyst is ClCCl.CO. The product is [N+:10]([C:6]1[C:5]2[O:13][CH:2]([CH2:3][OH:19])[CH2:1][C:4]=2[CH:9]=[CH:8][CH:7]=1)([O-:12])=[O:11]. The yield is 0.440. (3) The yield is 0.790. The reactants are O=[C:2]1[NH:6][N:5]([C:7]2[CH:8]=[N:9][CH:10]=[CH:11][CH:12]=2)[CH:4]([C:13]([O:15][CH2:16][CH3:17])=[O:14])[CH2:3]1.C(#N)C.P(Cl)(Cl)([Cl:23])=O.C(=O)([O-])[O-].[Na+].[Na+]. The catalyst is O. The product is [Cl:23][C:2]1[CH2:3][CH:4]([C:13]([O:15][CH2:16][CH3:17])=[O:14])[N:5]([C:7]2[CH:8]=[N:9][CH:10]=[CH:11][CH:12]=2)[N:6]=1. (4) The reactants are [F:1][C:2]1[CH:7]=[CH:6][C:5]([CH2:8][CH2:9][N:10]2[CH2:15][CH2:14][CH:13]([C:16]([C:18]3[CH:23]=[CH:22][CH:21]=[C:20]([O:24][Si](C(C)C)(C(C)C)C(C)C)[C:19]=3[O:35][CH3:36])=[O:17])[CH2:12][CH2:11]2)=[CH:4][CH:3]=1.[F-].C([N+](CCCC)(CCCC)CCCC)CCC. The catalyst is C1COCC1.[Cl-].[Na+].O. The product is [F:1][C:2]1[CH:7]=[CH:6][C:5]([CH2:8][CH2:9][N:10]2[CH2:11][CH2:12][CH:13]([C:16]([C:18]3[CH:23]=[CH:22][CH:21]=[C:20]([OH:24])[C:19]=3[O:35][CH3:36])=[O:17])[CH2:14][CH2:15]2)=[CH:4][CH:3]=1. The yield is 0.830. (5) The reactants are [H-].[Na+].[CH:3]1([C:9]([OH:11])=[O:10])[CH2:8][CH2:7][CH2:6][CH2:5][CH2:4]1.C([NH-])(C)C.[Li+].Br[CH2:18][CH:19]([CH2:22][CH3:23])[CH2:20][CH3:21].Cl. The catalyst is O1CCCC1.O.C1CCCCC1. The product is [CH2:20]([CH:19]([CH2:22][CH3:23])[CH2:18][C:3]1([C:9]([OH:11])=[O:10])[CH2:8][CH2:7][CH2:6][CH2:5][CH2:4]1)[CH3:21]. The yield is 0.640. (6) The reactants are P(Cl)(Cl)(Cl)=O.[F:6][C:7]1[C:13]([F:14])=[CH:12][CH:11]=[CH:10][C:8]=1[NH2:9].[Cl:15][CH2:16][CH2:17][CH2:18][CH2:19][O:20][C:21]1[CH:30]=[C:29]2[C:24]([C:25]([NH:31][C:32]3[CH:36]=[C:35]([CH2:37][C:38](O)=[O:39])[NH:34][N:33]=3)=[N:26][CH:27]=[N:28]2)=[CH:23][CH:22]=1.N1C=CC=CC=1. The catalyst is C(OCC)C.C(OCC)(=O)C. The product is [Cl:15][CH2:16][CH2:17][CH2:18][CH2:19][O:20][C:21]1[CH:30]=[C:29]2[C:24]([C:25]([NH:31][C:32]3[CH:36]=[C:35]([CH2:37][C:38]([NH:9][C:8]4[CH:10]=[CH:11][CH:12]=[C:13]([F:14])[C:7]=4[F:6])=[O:39])[NH:34][N:33]=3)=[N:26][CH:27]=[N:28]2)=[CH:23][CH:22]=1. The yield is 0.840. (7) The yield is 0.630. The reactants are [H-].[Na+].[Br:3][C:4]1[CH:5]=[C:6]([CH2:11][OH:12])[CH:7]=[C:8]([F:10])[CH:9]=1.[CH3:13]I. The product is [Br:3][C:4]1[CH:5]=[C:6]([CH2:11][O:12][CH3:13])[CH:7]=[C:8]([F:10])[CH:9]=1. The catalyst is CCOC(C)=O.